From a dataset of Forward reaction prediction with 1.9M reactions from USPTO patents (1976-2016). Predict the product of the given reaction. (1) Given the reactants [F:1][C:2]1[CH:7]=[CH:6][C:5](B(O)O)=[CH:4][CH:3]=1.[OH:11][C:12]1[CH:21]=[CH:20][C:15]([C:16]([O:18]C)=[O:17])=[CH:14][CH:13]=1, predict the reaction product. The product is: [F:1][C:2]1[CH:7]=[CH:6][C:5]([O:11][C:12]2[CH:21]=[CH:20][C:15]([C:16]([OH:18])=[O:17])=[CH:14][CH:13]=2)=[CH:4][CH:3]=1. (2) Given the reactants [F:1][C:2]([F:36])([F:35])[C:3]1[NH:34][C:6]2=[N:7][CH:8]=[CH:9][C:10]([C:11]3[CH:16]=[CH:15][C:14]([S:17]([NH:20][CH:21]4[CH2:26][CH2:25][N:24](C(OC(C)(C)C)=O)[CH2:23][CH2:22]4)(=[O:19])=[O:18])=[CH:13][CH:12]=3)=[C:5]2[CH:4]=1.[ClH:37], predict the reaction product. The product is: [ClH:37].[ClH:37].[NH:24]1[CH2:25][CH2:26][CH:21]([NH:20][S:17]([C:14]2[CH:15]=[CH:16][C:11]([C:10]3[CH:9]=[CH:8][N:7]=[C:6]4[NH:34][C:3]([C:2]([F:36])([F:1])[F:35])=[CH:4][C:5]=34)=[CH:12][CH:13]=2)(=[O:19])=[O:18])[CH2:22][CH2:23]1. (3) Given the reactants [OH-].[Li+].C([O:5][C:6]([CH:8]1[CH2:13][CH2:12][CH:11]([C:14]2[CH:15]=[C:16]3[C:21](=[C:22]([C:24]4[CH:29]=[CH:28][CH:27]=[C:26]([S:30][CH3:31])[CH:25]=4)[N:23]=2)[N:20]=[CH:19][CH:18]=[CH:17]3)[CH2:10][CH2:9]1)=[O:7])C.CO, predict the reaction product. The product is: [CH3:31][S:30][C:26]1[CH:25]=[C:24]([C:22]2[N:23]=[C:14]([CH:11]3[CH2:10][CH2:9][CH:8]([C:6]([OH:7])=[O:5])[CH2:13][CH2:12]3)[CH:15]=[C:16]3[C:21]=2[N:20]=[CH:19][CH:18]=[CH:17]3)[CH:29]=[CH:28][CH:27]=1. (4) Given the reactants C(OC(=O)[NH:7][C:8]1[C:17]2[C:12](=[CH:13][CH:14]=[CH:15][CH:16]=2)[CH:11]=[C:10]([F:18])[CH:9]=1)(C)(C)C, predict the reaction product. The product is: [F:18][C:10]1[CH:9]=[C:8]([NH2:7])[C:17]2[C:12]([CH:11]=1)=[CH:13][CH:14]=[CH:15][CH:16]=2. (5) Given the reactants [CH:1]1([Mg]Br)[CH2:3][CH2:2]1.[Cl:6][C:7]1[CH:14]=[C:13]([Cl:15])[CH:12]=[CH:11][C:8]=1[CH:9]=[O:10].O.C(OCC)(=O)C, predict the reaction product. The product is: [CH:1]1([CH:9]([C:8]2[CH:11]=[CH:12][C:13]([Cl:15])=[CH:14][C:7]=2[Cl:6])[OH:10])[CH2:3][CH2:2]1.